From a dataset of TCR-epitope binding with 47,182 pairs between 192 epitopes and 23,139 TCRs. Binary Classification. Given a T-cell receptor sequence (or CDR3 region) and an epitope sequence, predict whether binding occurs between them. (1) The epitope is AIMTRCLAV. The TCR CDR3 sequence is CASSSITMTSGSIEQYF. Result: 0 (the TCR does not bind to the epitope). (2) The epitope is GILGFVFTL. The TCR CDR3 sequence is CASSFGGGYREAFF. Result: 1 (the TCR binds to the epitope).